Dataset: Forward reaction prediction with 1.9M reactions from USPTO patents (1976-2016). Task: Predict the product of the given reaction. The product is: [C:11]([O:10][C@@H:2]1[CH2:1][O:5][C@@H:4]2[C@H:6]([OH:9])[CH2:7][O:8][C@H:3]12)(=[O:17])[CH2:12][CH2:13][CH2:14][CH:15]=[CH2:16]. Given the reactants [CH2:1]1[O:5][C@@H:4]2[C@H:6]([OH:9])[CH2:7][O:8][C@@H:3]2[C@@H:2]1[OH:10].[C:11](O)(=[O:17])[CH2:12][CH2:13][CH2:14][CH:15]=[CH2:16].CCN=C=NCCCN(C)C, predict the reaction product.